Predict the reactants needed to synthesize the given product. From a dataset of Full USPTO retrosynthesis dataset with 1.9M reactions from patents (1976-2016). (1) Given the product [CH2:16]([C@H:15]([N:23]([CH2:24][C:25]1[CH:26]=[CH:27][C:28]([CH2:31][CH2:32][CH2:33][CH2:34][CH3:35])=[CH:29][CH:30]=1)[C:44](=[O:45])[CH2:43][CH2:42][C:41]1[CH:47]=[C:48]([C:50]([F:51])([F:52])[F:53])[CH:49]=[C:39]([C:38]([F:54])([F:55])[F:37])[CH:40]=1)[C:14]([N:11]1[CH2:10][CH2:9][N:8]([CH2:1][C:2]2[CH:7]=[CH:6][CH:5]=[CH:4][CH:3]=2)[CH2:13][CH2:12]1)=[O:36])[C:17]1[CH:22]=[CH:21][CH:20]=[CH:19][CH:18]=1, predict the reactants needed to synthesize it. The reactants are: [CH2:1]([N:8]1[CH2:13][CH2:12][N:11]([C:14](=[O:36])[C@@H:15]([NH:23][CH2:24][C:25]2[CH:30]=[CH:29][C:28]([CH2:31][CH2:32][CH2:33][CH2:34][CH3:35])=[CH:27][CH:26]=2)[CH2:16][C:17]2[CH:22]=[CH:21][CH:20]=[CH:19][CH:18]=2)[CH2:10][CH2:9]1)[C:2]1[CH:7]=[CH:6][CH:5]=[CH:4][CH:3]=1.[F:37][C:38]([F:55])([F:54])[C:39]1[CH:40]=[C:41]([CH:47]=[C:48]([C:50]([F:53])([F:52])[F:51])[CH:49]=1)[CH2:42][CH2:43][C:44](O)=[O:45]. (2) The reactants are: [CH3:1][C:2]1[CH:10]=[CH:9][CH:8]=[C:7]2[C:3]=1[CH:4]=[CH:5][NH:6]2.[H-].[Na+].[C:13]([O:17][C:18]([N:20]1[CH2:25][CH2:24][CH:23]([CH2:26][CH2:27][CH2:28]OS(C)(=O)=O)[CH2:22][CH2:21]1)=[O:19])([CH3:16])([CH3:15])[CH3:14]. Given the product [C:13]([O:17][C:18]([N:20]1[CH2:25][CH2:24][CH:23]([CH2:26][CH2:27][CH2:28][N:6]2[C:7]3[C:3](=[C:2]([CH3:1])[CH:10]=[CH:9][CH:8]=3)[CH:4]=[CH:5]2)[CH2:22][CH2:21]1)=[O:19])([CH3:16])([CH3:15])[CH3:14], predict the reactants needed to synthesize it. (3) Given the product [I:11][C:12]1[C:20]2[C:15](=[CH:16][CH:17]=[CH:18][C:19]=2[NH:21][C:48]([C:45]2[N:42]3[CH:43]=[CH:44][C:39]([O:38][CH2:37][CH2:36][N:33]4[CH2:34][CH2:35][N:30]([CH3:29])[CH2:31][CH2:32]4)=[CH:40][C:41]3=[N:47][CH:46]=2)=[O:49])[N:14]([CH2:22][C:23]2[S:27][C:26]([CH3:28])=[N:25][CH:24]=2)[N:13]=1, predict the reactants needed to synthesize it. The reactants are: C[Si]([N-][Si](C)(C)C)(C)C.[Li+].[I:11][C:12]1[C:20]2[C:19]([NH2:21])=[CH:18][CH:17]=[CH:16][C:15]=2[N:14]([CH2:22][C:23]2[S:27][C:26]([CH3:28])=[N:25][CH:24]=2)[N:13]=1.[CH3:29][N:30]1[CH2:35][CH2:34][N:33]([CH2:36][CH2:37][O:38][C:39]2[CH:44]=[CH:43][N:42]3[C:45]([C:48](OCC)=[O:49])=[CH:46][N:47]=[C:41]3[CH:40]=2)[CH2:32][CH2:31]1. (4) Given the product [Cl:1][C:2]1[C:7]([I:16])=[CH:6][N:5]=[C:4]([NH2:8])[CH:3]=1, predict the reactants needed to synthesize it. The reactants are: [Cl:1][C:2]1[CH:7]=[CH:6][N:5]=[C:4]([NH2:8])[CH:3]=1.C1C(=O)N([I:16])C(=O)C1. (5) Given the product [S:1]1[C:5]2[CH:6]=[C:7]([NH:10][C:11]3[CH:21]=[C:20]([NH:22][CH:23]([CH3:25])[CH3:24])[C:14]([C:28]4[O:29][CH:35]=[N:37][CH:30]=4)=[CH:13][N:12]=3)[CH:8]=[CH:9][C:4]=2[N:3]=[CH:2]1, predict the reactants needed to synthesize it. The reactants are: [S:1]1[C:5]2[CH:6]=[C:7]([NH:10][C:11]3[CH:21]=[C:20]([NH:22][CH:23]([CH3:25])[CH3:24])[C:14](C(OCC)=O)=[CH:13][N:12]=3)[CH:8]=[CH:9][C:4]=2[N:3]=[CH:2]1.CO.[C:28](O)([C:30](F)(F)F)=[O:29].[C:35](#[N:37])C. (6) The reactants are: [NH2:1][C@H:2]1[C@@H:7]([CH3:8])[CH2:6][N:5]([C:9]2[CH:14]=[CH:13][N:12]=[CH:11][C:10]=2[NH:15][C:16](=[O:32])[C:17]2[CH:22]=[CH:21][C:20]([F:23])=[C:19]([C:24]3[C:29]([F:30])=[CH:28][CH:27]=[CH:26][C:25]=3[F:31])[N:18]=2)[CH2:4][C@H:3]1[NH:33]C(=O)OC(C)(C)C.[CH3:41][S:42](Cl)(=[O:44])=[O:43]. Given the product [NH2:33][C@H:3]1[C@@H:2]([NH:1][S:42]([CH3:41])(=[O:44])=[O:43])[C@@H:7]([CH3:8])[CH2:6][N:5]([C:9]2[CH:14]=[CH:13][N:12]=[CH:11][C:10]=2[NH:15][C:16](=[O:32])[C:17]2[CH:22]=[CH:21][C:20]([F:23])=[C:19]([C:24]3[C:29]([F:30])=[CH:28][CH:27]=[CH:26][C:25]=3[F:31])[N:18]=2)[CH2:4]1, predict the reactants needed to synthesize it. (7) Given the product [CH3:15][O:10][C:9](=[O:11])[CH2:8][O:7][C:6]1[CH:5]=[CH:4][C:3]([NH2:2])=[CH:13][CH:12]=1, predict the reactants needed to synthesize it. The reactants are: Cl.[NH2:2][C:3]1[CH:13]=[CH:12][C:6]([O:7][CH2:8][C:9]([OH:11])=[O:10])=[CH:5][CH:4]=1.Cl.[CH3:15]O.